Dataset: Full USPTO retrosynthesis dataset with 1.9M reactions from patents (1976-2016). Task: Predict the reactants needed to synthesize the given product. The reactants are: [CH3:1][O:2][C:3]([C:5]1([C:8]2[CH:13]=[CH:12][C:11]([O:14][CH3:15])=[C:10]([CH2:16]Cl)[CH:9]=2)[CH2:7][CH2:6]1)=[O:4].C([O-])([O-])=[O:19].[Na+].[Na+].Cl. Given the product [CH3:1][O:2][C:3]([C:5]1([C:8]2[CH:13]=[CH:12][C:11]([O:14][CH3:15])=[C:10]([CH2:16][OH:19])[CH:9]=2)[CH2:7][CH2:6]1)=[O:4], predict the reactants needed to synthesize it.